Dataset: Catalyst prediction with 721,799 reactions and 888 catalyst types from USPTO. Task: Predict which catalyst facilitates the given reaction. (1) Reactant: [Cl-].[Cl-].[Cl-].[Al+3].[C:5]1([C:11]2([C:14]([O:16][CH3:17])=[O:15])[CH2:13][CH2:12]2)[CH:10]=[CH:9][CH:8]=[CH:7][CH:6]=1.[Cl:18][CH2:19][C:20](Cl)=[O:21].Cl. Product: [Cl:18][CH2:19][C:20]([C:8]1[CH:9]=[CH:10][C:5]([C:11]2([C:14]([O:16][CH3:17])=[O:15])[CH2:13][CH2:12]2)=[CH:6][CH:7]=1)=[O:21]. The catalyst class is: 534. (2) Reactant: [CH3:1][O:2][CH2:3][CH2:4][CH2:5][S:6]([C:9]1[CH:14]=[CH:13][C:12]([C:15]2[CH:20]=[CH:19][C:18]([CH2:21][CH2:22][N:23]3[CH2:27][CH2:26][CH2:25][C@H:24]3[CH3:28])=[CH:17][CH:16]=2)=[CH:11][CH:10]=1)(=[O:8])=[O:7].[C:29]([OH:41])(=[O:40])[CH2:30][C:31]([CH2:36][C:37]([OH:39])=[O:38])([C:33]([OH:35])=[O:34])[OH:32].O. Product: [C:29]([OH:41])(=[O:40])[CH2:30][C:31]([CH2:36][C:37]([OH:39])=[O:38])([C:33]([OH:35])=[O:34])[OH:32].[CH3:1][O:2][CH2:3][CH2:4][CH2:5][S:6]([C:9]1[CH:14]=[CH:13][C:12]([C:15]2[CH:20]=[CH:19][C:18]([CH2:21][CH2:22][N:23]3[CH2:27][CH2:26][CH2:25][C@H:24]3[CH3:28])=[CH:17][CH:16]=2)=[CH:11][CH:10]=1)(=[O:8])=[O:7]. The catalyst class is: 10. (3) The catalyst class is: 22. Reactant: [CH3:1][O:2][C:3](=[O:6])[CH2:4][SH:5].Cl[C:8]1[N:12]([CH3:13])[C:11]2[CH:14]=[CH:15][CH:16]=[CH:17][C:10]=2[N:9]=1. Product: [CH3:1][O:2][C:3](=[O:6])[CH2:4][S:5][C:8]1[N:12]([CH3:13])[C:11]2[CH:14]=[CH:15][CH:16]=[CH:17][C:10]=2[N:9]=1. (4) Reactant: [Cl:1][C:2]1[C:3]2[S:10][C:9]([C:11]3[N:12]=[N:13][N:14]([CH2:16][Si](C)(C)C)[CH:15]=3)=[CH:8][C:4]=2[N:5]=[CH:6][N:7]=1.CCCC[N+](CCCC)(CCCC)CCCC.[F-]. Product: [Cl:1][C:2]1[C:3]2[S:10][C:9]([C:11]3[N:12]=[N:13][N:14]([CH3:16])[CH:15]=3)=[CH:8][C:4]=2[N:5]=[CH:6][N:7]=1. The catalyst class is: 20. (5) Reactant: [Cl-].O[NH3+:3].[C:4](=[O:7])([O-])[OH:5].[Na+].CS(C)=O.[CH:13]1([C:16]2[N:51]=[C:19]3[N:20]([CH2:43][C:44]4[CH:49]=[CH:48][C:47]([F:50])=[CH:46][CH:45]=4)[C:21](=[O:42])[C:22]([CH2:27][C:28]4[CH:33]=[CH:32][C:31]([C:34]5[C:35]([C:40]#[N:41])=[CH:36][CH:37]=[CH:38][CH:39]=5)=[CH:30][CH:29]=4)=[C:23]([CH2:24][CH2:25][CH3:26])[N:18]3[N:17]=2)[CH2:15][CH2:14]1. Product: [CH:13]1([C:16]2[N:51]=[C:19]3[N:20]([CH2:43][C:44]4[CH:49]=[CH:48][C:47]([F:50])=[CH:46][CH:45]=4)[C:21](=[O:42])[C:22]([CH2:27][C:28]4[CH:33]=[CH:32][C:31]([C:34]5[CH:39]=[CH:38][CH:37]=[CH:36][C:35]=5[C:40]5[NH:3][C:4](=[O:7])[O:5][N:41]=5)=[CH:30][CH:29]=4)=[C:23]([CH2:24][CH2:25][CH3:26])[N:18]3[N:17]=2)[CH2:14][CH2:15]1. The catalyst class is: 13. (6) Reactant: [S:1]1[CH:5]=[CH:4][CH:3]=[C:2]1[S:6]([NH:9][C:10]1[CH:11]=[C:12]([O:22][C:23]([F:26])([F:25])[F:24])[CH:13]=[C:14]2[C:18]=1[NH:17][C:16]([C:19]([OH:21])=O)=[CH:15]2)(=[O:8])=[O:7].Cl.C[N:29](C)CCCN=C=NCC.CN(C)C=O. Product: [S:1]1[CH:5]=[CH:4][CH:3]=[C:2]1[S:6]([NH:9][C:10]1[CH:11]=[C:12]([O:22][C:23]([F:25])([F:26])[F:24])[CH:13]=[C:14]2[C:18]=1[NH:17][C:16]([C:19]([NH2:29])=[O:21])=[CH:15]2)(=[O:7])=[O:8]. The catalyst class is: 6. (7) Reactant: C(N(CC)CC)C.[F:15][C:14]([F:17])([F:16])[C:13](O[C:13](=[O:18])[C:14]([F:17])([F:16])[F:15])=[O:18].[NH2:21][C@H:22]1[CH2:26][CH2:25][N:24]([C:27]2[CH:35]=[CH:34][C:30]([C:31]([OH:33])=[O:32])=[C:29]([NH:36][CH:37]3[CH2:42][CH2:41][O:40][CH2:39][CH2:38]3)[CH:28]=2)[CH2:23]1.[F:43][C:44]([F:49])([F:48])[C:45](O)=[O:46]. Product: [F:43][C:44]([F:49])([F:48])[C:45]([N:36]([C:29]1[CH:28]=[C:27]([N:24]2[CH2:25][CH2:26][C@H:22]([NH:21][C:13](=[O:18])[C:14]([F:15])([F:16])[F:17])[CH2:23]2)[CH:35]=[CH:34][C:30]=1[C:31]([OH:33])=[O:32])[CH:37]1[CH2:42][CH2:41][O:40][CH2:39][CH2:38]1)=[O:46]. The catalyst class is: 46. (8) Product: [Br:22][C:17]1[CH:18]=[C:19]2[C:14](=[CH:15][CH:16]=1)[N:13]=[C:12]([C:6]([CH3:23])([CH3:11])[C:7]([F:10])([F:9])[F:8])[CH:21]=[CH:20]2. The catalyst class is: 244. Reactant: CS(O[C:6]([C:12]1[CH:21]=[CH:20][C:19]2[C:14](=[CH:15][CH:16]=[C:17]([Br:22])[CH:18]=2)[N:13]=1)([CH3:11])[C:7]([F:10])([F:9])[F:8])(=O)=O.[CH3:23][Al](C)C. (9) Reactant: [Na].[C:2]([O:10][CH2:11][CH3:12])(=[O:9])[CH2:3][C:4]([O:6][CH2:7][CH3:8])=[O:5].Cl.Cl[CH2:15][C:16]1[C:21]([CH2:22]Cl)=[CH:20][CH:19]=[CH:18][N:17]=1. Product: [CH2:11]([O:10][C:2]([C:3]1([C:4]([O:6][CH2:7][CH3:8])=[O:5])[CH2:15][C:16]2[N:17]=[CH:18][CH:19]=[CH:20][C:21]=2[CH2:22]1)=[O:9])[CH3:12]. The catalyst class is: 8.